Predict the product of the given reaction. From a dataset of Forward reaction prediction with 1.9M reactions from USPTO patents (1976-2016). Given the reactants C(O)[C:2]([NH2:7])([CH2:5][OH:6])[CH2:3]O.[Cl-].[K+].[NH:11]1[CH:15]=[CH:14][N:13]=[CH:12]1.SCC[OH:19].C(O)C(N)(CO)CO.Cl, predict the reaction product. The product is: [NH2:7][C@H:2]([C:5]([OH:19])=[O:6])[CH2:3][C:14]1[N:13]=[CH:12][NH:11][CH:15]=1.